From a dataset of Forward reaction prediction with 1.9M reactions from USPTO patents (1976-2016). Predict the product of the given reaction. Given the reactants [NH2:1][CH2:2][C@H:3]1[CH2:7][N:6]([CH2:8][CH2:9][C:10]2[C:19]3[C:14](=[CH:15][CH:16]=[C:17]([O:20][CH3:21])[N:18]=3)[N:13]=[CH:12][C:11]=2[F:22])[CH2:5][C@H:4]1[OH:23].[O:24]=[C:25]1[CH2:30][O:29][C:28]2[CH:31]=[CH:32][C:33]([C:35](O)=[O:36])=[N:34][C:27]=2[NH:26]1.C(Cl)CCl.C1C=CC2N(O)N=NC=2C=1, predict the reaction product. The product is: [F:22][C:11]1[CH:12]=[N:13][C:14]2[C:19]([C:10]=1[CH2:9][CH2:8][N:6]1[CH2:5][C@@H:4]([OH:23])[C@@H:3]([CH2:2][NH:1][C:35]([C:33]3[CH:32]=[CH:31][C:28]4[O:29][CH2:30][C:25](=[O:24])[NH:26][C:27]=4[N:34]=3)=[O:36])[CH2:7]1)=[N:18][C:17]([O:20][CH3:21])=[CH:16][CH:15]=2.